This data is from Forward reaction prediction with 1.9M reactions from USPTO patents (1976-2016). The task is: Predict the product of the given reaction. (1) Given the reactants [C:1]([O:5][C:6]([N:8]([CH:10]([C:14]1[CH:19]=[CH:18][CH:17]=[C:16]([C:20]2[CH:21]=[C:22]3[C:28]([C:29]4[CH:34]=[CH:33][CH:32]=[CH:31][C:30]=4[O:35][CH3:36])=[N:27][N:26]([CH2:37][O:38][CH2:39][CH2:40][Si:41]([CH3:44])([CH3:43])[CH3:42])[C:23]3=[N:24][CH:25]=2)[CH:15]=1)[C:11](O)=[O:12])[CH3:9])=[O:7])([CH3:4])([CH3:3])[CH3:2].[CH3:45][NH:46][CH3:47].C(N(C(C)C)CC)(C)C, predict the reaction product. The product is: [C:1]([O:5][C:6](=[O:7])[N:8]([CH:10]([C:11](=[O:12])[N:46]([CH3:47])[CH3:45])[C:14]1[CH:19]=[CH:18][CH:17]=[C:16]([C:20]2[CH:21]=[C:22]3[C:28]([C:29]4[CH:34]=[CH:33][CH:32]=[CH:31][C:30]=4[O:35][CH3:36])=[N:27][N:26]([CH2:37][O:38][CH2:39][CH2:40][Si:41]([CH3:42])([CH3:43])[CH3:44])[C:23]3=[N:24][CH:25]=2)[CH:15]=1)[CH3:9])([CH3:3])([CH3:2])[CH3:4]. (2) Given the reactants [CH3:1][O:2][CH2:3][C:4]1[NH:8][C:7]2[CH:9]=[C:10]([N+:17]([O-:19])=[O:18])[CH:11]=[C:12]([C:13]([O:15]C)=[O:14])[C:6]=2[N:5]=1.O.[OH-].[Li+].O.Cl, predict the reaction product. The product is: [CH3:1][O:2][CH2:3][C:4]1[NH:8][C:7]2[CH:9]=[C:10]([N+:17]([O-:19])=[O:18])[CH:11]=[C:12]([C:13]([OH:15])=[O:14])[C:6]=2[N:5]=1. (3) Given the reactants [Cl:1][C:2]1[CH:21]=[CH:20][C:5]([O:6][C@H:7]2[CH2:10][C@H:9]([CH2:11][NH:12]C(=O)OC(C)(C)C)[CH2:8]2)=[CH:4][CH:3]=1.Cl.C(OCC)C, predict the reaction product. The product is: [Cl:1][C:2]1[CH:21]=[CH:20][C:5]([O:6][C@H:7]2[CH2:10][C@H:9]([CH2:11][NH2:12])[CH2:8]2)=[CH:4][CH:3]=1. (4) The product is: [C:8]([N:30]1[CH:31]=[CH:32][C:28]([C:27]2[N:23]([C:20]3[N:21]=[N:22][C:17]([O:16][CH3:15])=[CH:18][CH:19]=3)[N:24]=[C:25]([C:33]([N:35]3[CH2:40][CH2:39][O:38][CH2:37][CH2:36]3)=[O:34])[CH:26]=2)=[CH:29]1)(=[O:10])[CH3:9]. Given the reactants C(N(CC)CC)C.[C:8](OC(=O)C)(=[O:10])[CH3:9].[CH3:15][O:16][C:17]1[N:22]=[N:21][C:20]([N:23]2[C:27]([C:28]3[CH:32]=[CH:31][NH:30][CH:29]=3)=[CH:26][C:25]([C:33]([N:35]3[CH2:40][CH2:39][O:38][CH2:37][CH2:36]3)=[O:34])=[N:24]2)=[CH:19][CH:18]=1.O, predict the reaction product.